From a dataset of Full USPTO retrosynthesis dataset with 1.9M reactions from patents (1976-2016). Predict the reactants needed to synthesize the given product. (1) Given the product [CH2:18]([O:20][C:21]1[C:22]([OH:32])=[C:23]([CH:27]=[C:28]([CH:30]2[C:9]([C:5]3[CH:6]=[CH:7][CH:8]=[C:3]([O:2][CH3:1])[CH:4]=3)=[C:10]([C:12]3[CH:13]=[N:14][CH:15]=[CH:16][CH:17]=3)[NH:36][C:34](=[O:35])[NH:33]2)[CH:29]=1)[C:24]([OH:26])=[O:25])[CH3:19], predict the reactants needed to synthesize it. The reactants are: [CH3:1][O:2][C:3]1[CH:4]=[C:5]([CH2:9][C:10]([C:12]2[CH:13]=[N:14][CH:15]=[CH:16][CH:17]=2)=O)[CH:6]=[CH:7][CH:8]=1.[CH2:18]([O:20][C:21]1[C:22]([OH:32])=[C:23]([CH:27]=[C:28]([CH:30]=O)[CH:29]=1)[C:24]([OH:26])=[O:25])[CH3:19].[NH2:33][C:34]([NH2:36])=[O:35].Cl. (2) Given the product [CH2:25]([NH:1][CH:2]1[CH2:6][N:5]([C:7]2[CH:8]=[N:9][N:10]3[CH2:15][C@H:14]([CH3:16])[N:13]([C:17]([O:19][C:20]([CH3:23])([CH3:22])[CH3:21])=[O:18])[CH2:12][C:11]=23)[C:4](=[O:24])[CH2:3]1)[C:26]1[CH:31]=[CH:30][CH:29]=[CH:28][CH:27]=1, predict the reactants needed to synthesize it. The reactants are: [NH2:1][CH:2]1[CH2:6][N:5]([C:7]2[CH:8]=[N:9][N:10]3[CH2:15][C@H:14]([CH3:16])[N:13]([C:17]([O:19][C:20]([CH3:23])([CH3:22])[CH3:21])=[O:18])[CH2:12][C:11]=23)[C:4](=[O:24])[CH2:3]1.[CH:25](=O)[C:26]1[CH:31]=[CH:30][CH:29]=[CH:28][CH:27]=1.[BH4-].[Na+].